This data is from Reaction yield outcomes from USPTO patents with 853,638 reactions. The task is: Predict the reaction yield, written as a fraction of the theoretical maximum amount of product (1.0 means a 100% yield; for example, 0.34 means a 34% yield). (1) The yield is 0.350. The reactants are [CH:1]1([NH:4]C)[CH2:3][CH2:2]1.CO[C:8](=[O:19])[C:9]1[C:14]([I:15])=[CH:13][C:12]([Cl:16])=[CH:11][C:10]=1[CH2:17]Br.[C:20]([O-])([O-])=O.[K+].[K+]. The product is [CH:1]1([N:4]2[CH:17]([CH3:20])[C:10]3[C:9](=[C:14]([I:15])[CH:13]=[C:12]([Cl:16])[CH:11]=3)[C:8]2=[O:19])[CH2:3][CH2:2]1. The catalyst is C1(C)C=CC=CC=1. (2) The reactants are [H-].[Na+].[O:3]=[C:4]([CH2:10][CH2:11][CH2:12][CH3:13])[CH2:5][C:6]([O:8][CH3:9])=[O:7].Cl[CH2:15][C:16]1[CH:17]=[CH:18][C:19]([C:22]2[CH:29]=[CH:28][CH:27]=[CH:26][C:23]=2[C:24]#[N:25])=[N:20][CH:21]=1.Cl. The catalyst is O1CCCC1.[I-].C([N+](CCCC)(CCCC)CCCC)CCC. The product is [C:24]([C:23]1[CH:26]=[CH:27][CH:28]=[CH:29][C:22]=1[C:19]1[N:20]=[CH:21][C:16]([CH2:15][CH:5]([C:4](=[O:3])[CH2:10][CH2:11][CH2:12][CH3:13])[C:6]([O:8][CH3:9])=[O:7])=[CH:17][CH:18]=1)#[N:25]. The yield is 0.120. (3) The reactants are [O:1]1[CH2:6][CH2:5][O:4][C:3]2[C:7]([CH2:11][NH2:12])=[CH:8][CH:9]=[CH:10][C:2]1=2.[N:13]1[CH:18]=[CH:17][CH:16]=[CH:15][C:14]=1[CH2:19][CH2:20][NH2:21]. No catalyst specified. The product is [O:1]1[CH2:6][CH2:5][O:4][C:3]2[C:7]([CH2:11][NH:12][C:3](=[O:4])[C:2]([NH:21][CH2:20][CH2:19][C:14]3[CH:15]=[CH:16][CH:17]=[CH:18][N:13]=3)=[O:1])=[CH:8][CH:9]=[CH:10][C:2]1=2. The yield is 0.500. (4) The reactants are [CH:1]1([NH:6][C:7]([N:9]2[C:17]3[C:12](=[CH:13][C:14]([O:18][C:19]4[CH:24]=[CH:23][N:22]=[C:21]([N:25]([C:35]([O:37]C5C=CC=CC=5)=O)C(=O)OC5C=CC=CC=5)[CH:20]=4)=[CH:15][CH:16]=3)[CH:11]=[CH:10]2)=[O:8])[CH2:5][CH2:4][CH2:3][CH2:2]1.[NH:44]1[CH2:49][CH2:48][O:47][CH2:46][CH2:45]1. The catalyst is CN(C)C=O. The product is [CH:1]1([NH:6][C:7]([N:9]2[C:17]3[C:12](=[CH:13][C:14]([O:18][C:19]4[CH:24]=[CH:23][N:22]=[C:21]([NH:25][C:35]([N:44]5[CH2:49][CH2:48][O:47][CH2:46][CH2:45]5)=[O:37])[CH:20]=4)=[CH:15][CH:16]=3)[CH:11]=[CH:10]2)=[O:8])[CH2:2][CH2:3][CH2:4][CH2:5]1. The yield is 0.900. (5) The reactants are Cl[S:2]([OH:5])(=O)=[O:3].[NH:6]([C:13]1[N:18]=[C:17]([C:19]2[N:23]([CH2:24][CH3:25])[C:22]([CH2:26][CH3:27])=[N:21][C:20]=2[CH3:28])[CH:16]=[CH:15][N:14]=1)[C:7]1[CH:12]=[CH:11][CH:10]=[CH:9][CH:8]=1.[CH3:29][O:30][CH2:31][CH2:32][NH2:33]. The catalyst is S(Cl)(Cl)=O.C(O)(C)C. The product is [CH2:24]([N:23]1[C:19]([C:17]2[CH:16]=[CH:15][N:14]=[C:13]([NH:6][C:7]3[CH:12]=[CH:11][C:10]([S:2](=[O:5])(=[O:3])[NH:33][CH2:32][CH2:31][O:30][CH3:29])=[CH:9][CH:8]=3)[N:18]=2)=[C:20]([CH3:28])[N:21]=[C:22]1[CH2:26][CH3:27])[CH3:25]. The yield is 0.400. (6) The reactants are Cl[C:2]1[N:3]=[C:4]([N:15]2[CH2:20][CH2:19][O:18][CH2:17][C@@H:16]2[CH3:21])[C:5]2[CH2:10][N:9]([C:11]([O:13][CH3:14])=[O:12])[CH2:8][C:6]=2[N:7]=1.[F:22][C:23]1[CH:24]=[C:25]([NH:38][C:39]([NH:41][CH2:42][CH2:43][F:44])=[O:40])[CH:26]=[CH:27][C:28]=1B1OC(C)(C)C(C)(C)O1. No catalyst specified. The product is [F:22][C:23]1[CH:24]=[C:25]([NH:38][C:39]([NH:41][CH2:42][CH2:43][F:44])=[O:40])[CH:26]=[CH:27][C:28]=1[C:2]1[N:3]=[C:4]([N:15]2[CH2:20][CH2:19][O:18][CH2:17][C@@H:16]2[CH3:21])[C:5]2[CH2:10][N:9]([C:11]([O:13][CH3:14])=[O:12])[CH2:8][C:6]=2[N:7]=1. The yield is 0.0500. (7) The reactants are C([NH:4]/[C:5](=[CH:10]\[C:11]1[C:15]2[CH:16]=[CH:17][CH:18]=[CH:19][C:14]=2[O:13][C:12]=1[CH:20]1OCCO1)/[C:6]([O:8][CH3:9])=[O:7])(=O)C.C(O)=O. The catalyst is O. The product is [CH:20]1[C:12]2[O:13][C:14]3[CH:19]=[CH:18][CH:17]=[CH:16][C:15]=3[C:11]=2[CH:10]=[C:5]([C:6]([O:8][CH3:9])=[O:7])[N:4]=1. The yield is 0.750. (8) The reactants are [NH2:1][C:2]1[C:10]([C:11]#[C:12][C:13]2[CH:18]=[CH:17][CH:16]=[C:15]([NH:19][C:20]([C:22]3[N:23]([CH3:28])[N:24]=[C:25]([CH3:27])[CH:26]=3)=[O:21])[CH:14]=2)=[CH:9][C:5]([C:6]([OH:8])=O)=[CH:4][N:3]=1.[CH3:29][S:30]([C:33]1[CH:38]=[CH:37][C:36]([CH2:39][CH2:40][C:41]([O:43][CH3:44])=[O:42])=[CH:35][CH:34]=1)(=[NH:32])=[O:31]. No catalyst specified. The product is [NH2:1][C:2]1[N:3]=[CH:4][C:5]([C:6]([N:32]=[S:30]([C:33]2[CH:34]=[CH:35][C:36]([CH2:39][CH2:40][C:41]([O:43][CH3:44])=[O:42])=[CH:37][CH:38]=2)([CH3:29])=[O:31])=[O:8])=[CH:9][C:10]=1[C:11]#[C:12][C:13]1[CH:18]=[CH:17][CH:16]=[C:15]([NH:19][C:20]([C:22]2[N:23]([CH3:28])[N:24]=[C:25]([CH3:27])[CH:26]=2)=[O:21])[CH:14]=1. The yield is 0.420.